This data is from NCI-60 drug combinations with 297,098 pairs across 59 cell lines. The task is: Regression. Given two drug SMILES strings and cell line genomic features, predict the synergy score measuring deviation from expected non-interaction effect. (1) Drug 1: CC1C(C(CC(O1)OC2CC(OC(C2O)C)OC3=CC4=CC5=C(C(=O)C(C(C5)C(C(=O)C(C(C)O)O)OC)OC6CC(C(C(O6)C)O)OC7CC(C(C(O7)C)O)OC8CC(C(C(O8)C)O)(C)O)C(=C4C(=C3C)O)O)O)O. Drug 2: C1CCC(C(C1)N)N.C(=O)(C(=O)[O-])[O-].[Pt+4]. Cell line: COLO 205. Synergy scores: CSS=67.1, Synergy_ZIP=0.529, Synergy_Bliss=0.630, Synergy_Loewe=0.0127, Synergy_HSA=0.935. (2) Drug 1: C1CCC(C1)C(CC#N)N2C=C(C=N2)C3=C4C=CNC4=NC=N3. Drug 2: CC=C1C(=O)NC(C(=O)OC2CC(=O)NC(C(=O)NC(CSSCCC=C2)C(=O)N1)C(C)C)C(C)C. Cell line: BT-549. Synergy scores: CSS=24.3, Synergy_ZIP=3.41, Synergy_Bliss=6.67, Synergy_Loewe=-43.6, Synergy_HSA=4.41. (3) Drug 1: C1=C(C(=O)NC(=O)N1)F. Drug 2: CC1CC(C(C(C=C(C(C(C=CC=C(C(=O)NC2=CC(=O)C(=C(C1)C2=O)OC)C)OC)OC(=O)N)C)C)O)OC. Cell line: T-47D. Synergy scores: CSS=21.0, Synergy_ZIP=4.04, Synergy_Bliss=7.54, Synergy_Loewe=8.63, Synergy_HSA=9.56.